Dataset: Catalyst prediction with 721,799 reactions and 888 catalyst types from USPTO. Task: Predict which catalyst facilitates the given reaction. (1) Reactant: Cl[CH2:2][C:3]1[N:4]=[C:5]([NH2:8])[S:6][CH:7]=1.O.[N-:10]=[N+:11]=[N-:12].[Na+]. Product: [N:10]([CH2:2][C:3]1[N:4]=[C:5]([NH2:8])[S:6][CH:7]=1)=[N+:11]=[N-:12]. The catalyst class is: 12. (2) Reactant: [Cl:1][C:2]1[C:3]([C:22]2[S:26][C:25]([C:27]3([OH:31])[CH2:30][CH2:29][CH2:28]3)=[N:24][CH:23]=2)=[C:4]2[CH:10]=[C:9](I)[N:8]([S:12]([C:15]3[CH:21]=[CH:20][C:18]([CH3:19])=[CH:17][CH:16]=3)(=[O:14])=[O:13])[C:5]2=[N:6][CH:7]=1.[CH:32]([C:34]1[CH:39]=[CH:38][C:37](B(O)O)=[CH:36][CH:35]=1)=[O:33].C(=O)(O)[O-]. Product: [Cl:1][C:2]1[C:3]([C:22]2[S:26][C:25]([C:27]3([OH:31])[CH2:30][CH2:29][CH2:28]3)=[N:24][CH:23]=2)=[C:4]2[CH:10]=[C:9]([C:37]3[CH:38]=[CH:39][C:34]([CH:32]=[O:33])=[CH:35][CH:36]=3)[N:8]([S:12]([C:15]3[CH:21]=[CH:20][C:18]([CH3:19])=[CH:17][CH:16]=3)(=[O:14])=[O:13])[C:5]2=[N:6][CH:7]=1. The catalyst class is: 558. (3) Reactant: [Cl:1][C:2]1[C:3]([C:9](=[N:20][OH:21])[C@@H:10]([NH:12][C:13](=[O:19])[O:14][C:15]([CH3:18])([CH3:17])[CH3:16])[CH3:11])=[N:4][CH:5]=[C:6]([Cl:8])[CH:7]=1.C(=O)([O-])[O-].[K+].[K+].I[CH:29]([CH3:31])[CH3:30].O. Product: [Cl:1][C:2]1[C:3]([C:9](=[N:20][O:21][CH:29]([CH3:31])[CH3:30])[C@@H:10]([NH:12][C:13](=[O:19])[O:14][C:15]([CH3:16])([CH3:17])[CH3:18])[CH3:11])=[N:4][CH:5]=[C:6]([Cl:8])[CH:7]=1. The catalyst class is: 9. (4) Reactant: [CH3:1][N:2]1[C:6]2[CH:7]=[CH:8][C:9]([N+:11]([O-:13])=[O:12])=[CH:10][C:5]=2[NH:4][C:3]1=[S:14].[C:15]([O-])([O-])=O.[Na+].[Na+].CI. Product: [CH3:1][N:2]1[C:6]2[CH:7]=[CH:8][C:9]([N+:11]([O-:13])=[O:12])=[CH:10][C:5]=2[N:4]=[C:3]1[S:14][CH3:15]. The catalyst class is: 21. (5) Reactant: [CH3:1][Si:2]([CH3:26])([CH3:25])[CH2:3][CH2:4][O:5][CH2:6][N:7]1[CH:11]=[C:10]([C:12]2[N:17]3[CH:18]=[CH:19][N:20]=[C:16]3[CH:15]=[C:14]([C:21]([NH:23][NH2:24])=[O:22])[N:13]=2)[CH:9]=[N:8]1.C(Cl)Cl.C(N(CC)CC)C.[C:37](Cl)(=[O:39])[CH3:38]. Product: [C:37]([NH:24][NH:23][C:21]([C:14]1[N:13]=[C:12]([C:10]2[CH:9]=[N:8][N:7]([CH2:6][O:5][CH2:4][CH2:3][Si:2]([CH3:26])([CH3:25])[CH3:1])[CH:11]=2)[N:17]2[CH:18]=[CH:19][N:20]=[C:16]2[CH:15]=1)=[O:22])(=[O:39])[CH3:38]. The catalyst class is: 25. (6) Reactant: Br[CH2:2][C:3]1[CH:8]=[CH:7][CH:6]=[CH:5][C:4]=1[Cl:9].[Br:10][C:11]1[CH:12]=[CH:13][C:14]([OH:20])=[C:15]([CH:19]=1)[C:16]([OH:18])=[O:17].C(=O)([O-])[O-].[K+].[K+]. Product: [Br:10][C:11]1[CH:12]=[CH:13][C:14]([O:20][CH2:2][C:3]2[CH:8]=[CH:7][CH:6]=[CH:5][C:4]=2[Cl:9])=[C:15]([CH:19]=1)[C:16]([O:18][CH2:2][C:3]1[CH:8]=[CH:7][CH:6]=[CH:5][C:4]=1[Cl:9])=[O:17]. The catalyst class is: 21.